Dataset: Forward reaction prediction with 1.9M reactions from USPTO patents (1976-2016). Task: Predict the product of the given reaction. (1) Given the reactants C(O[C:4]([C:6]1([CH2:12][CH2:13]OC)[CH2:11][CH2:10][NH:9][CH2:8][CH2:7]1)=[O:5])C.[CH3:16][C:17]1[C:21]([S:22](Cl)(=[O:24])=[O:23])=[C:20]([CH3:26])[O:19][N:18]=1.[F:27][C:28]([F:40])([F:39])[CH:29]([CH3:38])[O:30][C:31]1[CH:36]=[CH:35][C:34]([NH2:37])=[CH:33][CH:32]=1, predict the reaction product. The product is: [CH3:16][C:17]1[C:21]([S:22]([N:9]2[CH2:8][CH2:7][C:6]3([C:4](=[O:5])[N:37]([C:34]4[CH:35]=[CH:36][C:31]([O:30][CH:29]([CH3:38])[C:28]([F:27])([F:39])[F:40])=[CH:32][CH:33]=4)[CH2:13][CH2:12]3)[CH2:11][CH2:10]2)(=[O:24])=[O:23])=[C:20]([CH3:26])[O:19][N:18]=1. (2) The product is: [Cl:19][CH2:20][C:21]([N:6]([CH2:7][CH2:8][C:9]([O:11][CH2:12][CH3:13])=[O:10])[C:5]1[CH:14]=[CH:15][CH:16]=[C:3]([C:2]([F:17])([F:18])[F:1])[CH:4]=1)=[O:22]. Given the reactants [F:1][C:2]([F:18])([F:17])[C:3]1[CH:4]=[C:5]([CH:14]=[CH:15][CH:16]=1)[NH:6][CH2:7][CH2:8][C:9]([O:11][CH2:12][CH3:13])=[O:10].[Cl:19][CH2:20][C:21](Cl)=[O:22].C([N+](CCCC)(CCCC)CCCC)CCC.C([O-])([O-])=O.[K+].[K+], predict the reaction product. (3) Given the reactants [C:1]([O:5][C:6]1[C:7]([CH:13]=[O:14])=[N:8][CH:9]=[C:10](Cl)[N:11]=1)([CH3:4])([CH3:3])[CH3:2].[F-:15].[K+].C1OCCOCCOCCOCCOCCOC1.C(OCC)C, predict the reaction product. The product is: [C:1]([O:5][C:6]1[C:7]([CH:13]=[O:14])=[N:8][CH:9]=[C:10]([F:15])[N:11]=1)([CH3:4])([CH3:3])[CH3:2]. (4) The product is: [CH2:1]([O:3][C:4]1[CH:5]=[C:6]2[C:11](=[C:12]3[CH2:16][C:15]([CH3:18])([CH3:17])[O:14][C:13]=13)[C:10]([C:19]1[CH:28]=[CH:27][C:22]([C:23]([O:25][CH2:26][CH3:47])=[O:24])=[C:21]([N:29]([CH2:40][C:41]3[CH:46]=[CH:45][CH:44]=[CH:43][N:42]=3)[C:30](=[O:35])[C:31]([F:32])([F:33])[F:34])[CH:20]=1)=[N:9][C:8]([CH3:36])([CH3:37])[CH2:7]2)[CH3:2]. Given the reactants [CH2:1]([O:3][C:4]1[CH:5]=[C:6]2[C:11](=[C:12]3[CH2:16][C:15]([CH3:18])([CH3:17])[O:14][C:13]=13)[C:10]([C:19]1[CH:28]=[CH:27][C:22]([C:23]([O:25][CH3:26])=[O:24])=[C:21]([NH:29][C:30](=[O:35])[C:31]([F:34])([F:33])[F:32])[CH:20]=1)=[N:9][C:8]([CH3:37])([CH3:36])[CH2:7]2)[CH3:2].Cl.Cl[CH2:40][C:41]1[CH:46]=[CH:45][CH:44]=[CH:43][N:42]=1.[C:47](=O)([O-])[O-].[K+].[K+].[I-].[K+].Cl, predict the reaction product. (5) Given the reactants [Cl:1][C:2]1[N:10]=[C:9]2[C:5]([N:6]=[CH:7][N:8]2[CH:11]2[CH2:15][CH2:14][CH2:13][CH2:12]2)=[C:4]([NH:16][CH2:17][CH2:18][NH:19][CH2:20][C:21]2[CH:29]=[C:28]([O:30][CH3:31])[C:24]3[O:25][CH2:26][O:27][C:23]=3[CH:22]=2)[N:3]=1.[NH2:32][C@H:33]1[CH2:38][CH2:37][C@H:36]([NH2:39])[CH2:35][CH2:34]1, predict the reaction product. The product is: [ClH:1].[ClH:1].[ClH:1].[NH2:32][C@H:33]1[CH2:38][CH2:37][C@H:36]([NH:39][C:2]2[N:10]=[C:9]3[C:5]([N:6]=[CH:7][N:8]3[CH:11]3[CH2:12][CH2:13][CH2:14][CH2:15]3)=[C:4]([NH:16][CH2:17][CH2:18][NH:19][CH2:20][C:21]3[CH:29]=[C:28]([O:30][CH3:31])[C:24]4[O:25][CH2:26][O:27][C:23]=4[CH:22]=3)[N:3]=2)[CH2:35][CH2:34]1.